The task is: Predict the product of the given reaction.. This data is from Forward reaction prediction with 1.9M reactions from USPTO patents (1976-2016). (1) Given the reactants [F:1][C:2]([F:19])([F:18])[C:3]1[CH:17]=[CH:16][C:6]([CH2:7][O:8][C:9]2[CH:14]=[CH:13][C:12]([NH2:15])=[CH:11][CH:10]=2)=[CH:5][CH:4]=1.CC1(C)[O:28][C:27](=O)[C:24]2([CH2:26][CH2:25]2)[C:23](=[O:30])[O:22]1, predict the reaction product. The product is: [O:28]=[C:27]1[CH:24]([C:23]([OH:30])=[O:22])[CH2:25][CH2:26][N:15]1[C:12]1[CH:13]=[CH:14][C:9]([O:8][CH2:7][C:6]2[CH:16]=[CH:17][C:3]([C:2]([F:18])([F:19])[F:1])=[CH:4][CH:5]=2)=[CH:10][CH:11]=1. (2) Given the reactants Br[C:2]1[CH:3]=[CH:4][C:5]2[O:9][C:8]([C:10]3[CH:15]=[CH:14][C:13]([CH3:16])=[CH:12][CH:11]=3)=[N:7][C:6]=2[CH:17]=1.[CH3:18][O:19][C:20]1[CH:25]=[CH:24][C:23](B(O)O)=[CH:22][CH:21]=1.C(=O)([O-])[O-].[K+].[K+], predict the reaction product. The product is: [CH3:18][O:19][C:20]1[CH:25]=[CH:24][C:23]([C:2]2[CH:3]=[CH:4][C:5]3[O:9][C:8]([C:10]4[CH:15]=[CH:14][C:13]([CH3:16])=[CH:12][CH:11]=4)=[N:7][C:6]=3[CH:17]=2)=[CH:22][CH:21]=1. (3) Given the reactants [NH:1]1[C:5]2=[N:6][CH:7]=[CH:8][CH:9]=[C:4]2[C:3]([C:10]2[CH2:11][N:12]([C:15]([O:17][C:18]([CH3:21])([CH3:20])[CH3:19])=[O:16])[CH2:13][CH:14]=2)=[CH:2]1.[CH2:22]([Zn]CC)C.ICI, predict the reaction product. The product is: [NH:1]1[C:5]2=[N:6][CH:7]=[CH:8][CH:9]=[C:4]2[C:3]([C:10]23[CH2:22][CH:14]2[CH2:13][N:12]([C:15]([O:17][C:18]([CH3:21])([CH3:20])[CH3:19])=[O:16])[CH2:11]3)=[CH:2]1. (4) Given the reactants [C:1](=[O:4])([O-:3])[O-:2].[NH4+:5].[NH4+], predict the reaction product. The product is: [NH3:5].[C:1](=[O:3])=[O:2].[C:1](=[O:2])([O-:4])[O-:3].[NH4+:5].[NH4+:5]. (5) The product is: [F:18][C:19]([F:35])([F:34])[C:20]([NH:1][C:2]1[CH:6]=[C:5]([CH2:7][C:8]([NH:10][C:11]2[CH:16]=[CH:15][CH:14]=[C:13]([F:17])[CH:12]=2)=[O:9])[NH:4][N:3]=1)=[O:21]. Given the reactants [NH2:1][C:2]1[CH:6]=[C:5]([CH2:7][C:8]([NH:10][C:11]2[CH:16]=[CH:15][CH:14]=[C:13]([F:17])[CH:12]=2)=[O:9])[NH:4][N:3]=1.[F:18][C:19]([F:35])([F:34])[C:20](OC1C(F)=C(F)C(F)=C(F)C=1F)=[O:21].NC1C=C(CC(O)=O)NN=1.N1C=CC=CC=1.FC1C=C(C=CC=1)N.Cl, predict the reaction product. (6) Given the reactants [CH3:1][N:2]1[CH2:7][CH2:6][N:5]([C:8]2[N:17]=[C:16]([CH2:18][C:19]([NH2:21])=[O:20])[C:15]3[C:10](=[CH:11][CH:12]=[CH:13][CH:14]=3)[N:9]=2)[CH2:4][CH2:3]1.C([O:24][C:25](=O)[C:26]([C:28]1[C:29]2[CH:42]=[CH:41][S:40][C:30]=2[N:31](C(OC(C)(C)C)=O)[CH:32]=1)=O)C.C1COCC1.CC([O-])(C)C.[K+], predict the reaction product. The product is: [CH3:1][N:2]1[CH2:3][CH2:4][N:5]([C:8]2[N:17]=[C:16]([C:18]3[C:19](=[O:20])[NH:21][C:25](=[O:24])[C:26]=3[C:28]3[C:29]4[CH:42]=[CH:41][S:40][C:30]=4[NH:31][CH:32]=3)[C:15]3[C:10](=[CH:11][CH:12]=[CH:13][CH:14]=3)[N:9]=2)[CH2:6][CH2:7]1. (7) Given the reactants [CH3:1][C:2]1[CH:15]=[N:14][C:5]2[NH:6][C:7]3[C:12]([C:4]=2[CH:3]=1)=[CH:11][CH:10]=[CH:9][C:8]=3[OH:13].[F:16][C:17]([F:30])([F:29])[S:18](O[S:18]([C:17]([F:30])([F:29])[F:16])(=[O:20])=[O:19])(=[O:20])=[O:19].C(#N)C, predict the reaction product. The product is: [F:16][C:17]([F:30])([F:29])[S:18]([O:13][C:8]1[CH:9]=[CH:10][CH:11]=[C:12]2[C:7]=1[NH:6][C:5]1[N:14]=[CH:15][C:2]([CH3:1])=[CH:3][C:4]2=1)(=[O:20])=[O:19]. (8) Given the reactants [OH-:1].[K+].[NH2:3][OH:4].Cl.[F:6][C:7]1[CH:8]=[CH:9][C:10]([N:13]([C:26]2N(C)[C:29]3[CH:32]=[CH:33][CH:34]=[CH:35][C:28]=3[N:27]=2)[CH2:14][CH2:15][CH2:16][CH2:17][CH2:18][CH2:19][CH2:20]C(OCC)=O)=[N:11][CH:12]=1.C[OH:37], predict the reaction product. The product is: [NH2:3][OH:1].[O:1]1[C:29]2[CH:32]=[CH:33][CH:34]=[CH:35][C:28]=2[N:27]=[C:26]1[N:13]([C:10]1[CH:9]=[CH:8][C:7]([F:6])=[CH:12][N:11]=1)[CH2:14][CH2:15][CH2:16][CH2:17][CH2:18][CH2:19][C:20]([NH:3][OH:4])=[O:37].